This data is from Full USPTO retrosynthesis dataset with 1.9M reactions from patents (1976-2016). The task is: Predict the reactants needed to synthesize the given product. (1) The reactants are: [C:1]1([C:7]2[N:8]=[C:9]([N:12]3[CH2:17][CH2:16][NH:15][CH2:14][CH2:13]3)[O:10][CH:11]=2)[CH:6]=[CH:5][CH:4]=[CH:3][CH:2]=1.[O:18]1[C:22]2[CH:23]=[CH:24][CH:25]=[CH:26][C:21]=2[C:20]([N:27](C(OCC(Cl)(Cl)Cl)=O)[C:28](OCC(Cl)(Cl)Cl)=[O:29])=[N:19]1.C(N(C(C)C)CC)(C)C.CS(C)=O. Given the product [O:18]1[C:22]2[CH:23]=[CH:24][CH:25]=[CH:26][C:21]=2[C:20]([NH:27][C:28]([N:15]2[CH2:16][CH2:17][N:12]([C:9]3[O:10][CH:11]=[C:7]([C:1]4[CH:2]=[CH:3][CH:4]=[CH:5][CH:6]=4)[N:8]=3)[CH2:13][CH2:14]2)=[O:29])=[N:19]1, predict the reactants needed to synthesize it. (2) Given the product [C:20]([O:19][C:15](=[O:18])/[CH:16]=[CH:17]/[C:2]1[CH:14]=[N:13][C:5]2[NH:6][C:7](=[O:12])[CH2:8][N:9]([CH3:11])[CH2:10][C:4]=2[CH:3]=1)([CH3:23])([CH3:22])[CH3:21], predict the reactants needed to synthesize it. The reactants are: Br[C:2]1[CH:14]=[N:13][C:5]2[NH:6][C:7](=[O:12])[CH2:8][N:9]([CH3:11])[CH2:10][C:4]=2[CH:3]=1.[C:15]([O:19][C:20]([CH3:23])([CH3:22])[CH3:21])(=[O:18])[CH:16]=[CH2:17].C(N(C(C)C)C(C)C)C.CC1C=CC=CC=1P(C1C=CC=CC=1C)C1C=CC=CC=1C. (3) Given the product [CH:29]1([CH2:22][NH:1][C:2]2[CH:3]=[C:4]([C:8]3[CH:13]=[N:12][CH:11]=[C:10]4[S:14][C:15]([C:17]([NH2:19])=[O:18])=[CH:16][C:9]=34)[CH:5]=[CH:6][CH:7]=2)[CH2:27][CH2:28]1, predict the reactants needed to synthesize it. The reactants are: [NH2:1][C:2]1[CH:3]=[C:4]([C:8]2[CH:13]=[N:12][CH:11]=[C:10]3[S:14][C:15]([C:17]([NH2:19])=[O:18])=[CH:16][C:9]=23)[CH:5]=[CH:6][CH:7]=1.CO[C:22]1[CH:29]=[C:28](OC)[CH:27]=CC=1C=O.C(O[BH-](OC(=O)C)OC(=O)C)(=O)C.[Na+].C(O)(=O)C. (4) Given the product [CH2:7]([C:8]1[NH:9][CH:15]=[C:12]([CH:13]=[O:14])[N:10]=1)[C:1]1[CH:6]=[CH:5][CH:4]=[CH:3][CH:2]=1, predict the reactants needed to synthesize it. The reactants are: [C:1]1([CH2:7][C:8]([NH2:10])=[NH:9])[CH:6]=[CH:5][CH:4]=[CH:3][CH:2]=1.Br[C:12](=[CH:15]OC(C)C)[CH:13]=[O:14].C(N(CC)CC)C. (5) Given the product [OH:4][C@@H:5]1[C@@H:13]([C@@H:14]([OH:19])[C:15]([F:16])([F:18])[F:17])[O:12][C@H:11]2[C@H:7]([N:8]=[C:9]([N:20]([CH3:28])[C:21](=[O:27])[O:22][C:23]([CH3:25])([CH3:26])[CH3:24])[S:10]2)[C@H:6]1[OH:29], predict the reactants needed to synthesize it. The reactants are: C([O:4][C@@H:5]1[C@@H:13]([C@@H:14]([OH:19])[C:15]([F:18])([F:17])[F:16])[O:12][C@H:11]2[C@H:7]([N:8]=[C:9]([N:20]([CH3:28])[C:21](=[O:27])[O:22][C:23]([CH3:26])([CH3:25])[CH3:24])[S:10]2)[C@H:6]1[O:29]CC=C)C=C.CCN(CC)CC.C(O)=O. (6) Given the product [NH2:8][C:9]1[S:13][C:12]([C:14]2[C:15]([F:21])=[CH:16][CH:17]=[CH:18][C:19]=2[F:20])=[N:11][C:10]=1[C:22]([NH:24][C:25]1[CH:26]=[N:27][N:28]([CH3:45])[C:29]=1[N:30]1[CH2:35][C@H:34]([F:36])[CH2:33][C@@H:32]([NH2:37])[CH2:31]1)=[O:23], predict the reactants needed to synthesize it. The reactants are: C(OC([NH:8][C:9]1[S:13][C:12]([C:14]2[C:19]([F:20])=[CH:18][CH:17]=[CH:16][C:15]=2[F:21])=[N:11][C:10]=1[C:22]([NH:24][C:25]1[CH:26]=[N:27][N:28]([CH3:45])[C:29]=1[N:30]1[CH2:35][C@H:34]([F:36])[CH2:33][C@@H:32]([NH:37]C(=O)OC(C)(C)C)[CH2:31]1)=[O:23])=O)(C)(C)C.N.